Dataset: Peptide-MHC class I binding affinity with 185,985 pairs from IEDB/IMGT. Task: Regression. Given a peptide amino acid sequence and an MHC pseudo amino acid sequence, predict their binding affinity value. This is MHC class I binding data. (1) The binding affinity (normalized) is 0.0847. The peptide sequence is WGKEAVNHF. The MHC is HLA-A02:19 with pseudo-sequence HLA-A02:19. (2) The peptide sequence is LIPFLILFI. The MHC is HLA-B08:01 with pseudo-sequence HLA-B08:01. The binding affinity (normalized) is 0.639. (3) The peptide sequence is NHINVELSY. The MHC is HLA-B38:01 with pseudo-sequence HLA-B38:01. The binding affinity (normalized) is 0.215. (4) The peptide sequence is LENKEGCQKI. The MHC is Mamu-A11 with pseudo-sequence Mamu-A11. The binding affinity (normalized) is 0.774. (5) The peptide sequence is VVDKYFDCY. The MHC is HLA-A31:01 with pseudo-sequence HLA-A31:01. The binding affinity (normalized) is 0.0847.